From a dataset of Peptide-MHC class I binding affinity with 185,985 pairs from IEDB/IMGT. Regression. Given a peptide amino acid sequence and an MHC pseudo amino acid sequence, predict their binding affinity value. This is MHC class I binding data. The peptide sequence is YTTTIKPVSY. The MHC is HLA-A30:02 with pseudo-sequence HLA-A30:02. The binding affinity (normalized) is 0.360.